This data is from Full USPTO retrosynthesis dataset with 1.9M reactions from patents (1976-2016). The task is: Predict the reactants needed to synthesize the given product. (1) Given the product [Cl:23][C:9]1[C:8]([C:5]([OH:7])=[O:26])=[CH:17][C:16]([Cl:18])=[C:15]2[C:10]=1[C:11]([CH3:22])([CH3:21])[CH2:12][CH2:13][S:14]2(=[O:20])=[O:19], predict the reactants needed to synthesize it. The reactants are: [OH-].[Na+].BrBr.[C:5]([C:8]1[C:9]([Cl:23])=[C:10]2[C:15](=[C:16]([Cl:18])[CH:17]=1)[S:14](=[O:20])(=[O:19])[CH2:13][CH2:12][C:11]2([CH3:22])[CH3:21])(=[O:7])C.C(OCC)(=[O:26])C. (2) Given the product [C:35]([NH:34][C:31]1[CH:32]=[CH:33][N:28]([C@H:5]2[CH2:6][N:7]([C:9]([C:22]3[CH:27]=[CH:26][CH:25]=[CH:24][CH:23]=3)([C:10]3[CH:15]=[CH:14][CH:13]=[CH:12][CH:11]=3)[C:16]3[CH:17]=[CH:18][CH:19]=[CH:20][CH:21]=3)[CH2:8][C@@H:3]([CH2:2][O:1][C:44](=[O:50])[CH2:45][CH2:46][C:47]([OH:49])=[O:48])[O:4]2)[C:29](=[O:43])[N:30]=1)(=[O:42])[C:36]1[CH:41]=[CH:40][CH:39]=[CH:38][CH:37]=1, predict the reactants needed to synthesize it. The reactants are: [OH:1][CH2:2][C@@H:3]1[CH2:8][N:7]([C:9]([C:22]2[CH:27]=[CH:26][CH:25]=[CH:24][CH:23]=2)([C:16]2[CH:21]=[CH:20][CH:19]=[CH:18][CH:17]=2)[C:10]2[CH:15]=[CH:14][CH:13]=[CH:12][CH:11]=2)[CH2:6][C@H:5]([N:28]2[CH:33]=[CH:32][C:31]([NH:34][C:35](=[O:42])[C:36]3[CH:41]=[CH:40][CH:39]=[CH:38][CH:37]=3)=[N:30][C:29]2=[O:43])[O:4]1.[C:44]1(=[O:50])[O:49][C:47](=[O:48])[CH2:46][CH2:45]1.CO. (3) Given the product [OH:31][CH2:12][CH2:11][CH2:10][NH:17][C:2]1[CH:9]=[CH:8][CH:7]=[CH:6][C:3]=1[C:4]#[N:5], predict the reactants needed to synthesize it. The reactants are: F[C:2]1[CH:9]=[CH:8][CH:7]=[CH:6][C:3]=1[C:4]#[N:5].[C:10](#[N:17])[C:11]1C=CC=C[CH:12]=1.FC1C=CC=CC=1C#N.NCC([OH:31])C. (4) Given the product [CH2:34]([N:19]([CH2:17][CH3:18])[CH2:20][CH2:21][NH:22][C:23]([C:25]1[C:29]([CH3:30])=[C:28]([CH:31]=[C:11]2[C:10]3[C:14](=[CH:15][C:7]([C:3]4[CH:2]=[N:1][CH:6]=[CH:5][CH:4]=4)=[CH:8][CH:9]=3)[NH:13][C:12]2=[O:16])[NH:27][C:26]=1[CH3:33])=[O:24])[CH3:35], predict the reactants needed to synthesize it. The reactants are: [N:1]1[CH:6]=[CH:5][CH:4]=[C:3]([C:7]2[CH:15]=[C:14]3[C:10]([CH2:11][C:12](=[O:16])[NH:13]3)=[CH:9][CH:8]=2)[CH:2]=1.[CH2:17]([N:19]([CH2:34][CH3:35])[CH2:20][CH2:21][NH:22][C:23]([C:25]1[C:29]([CH3:30])=[C:28]([CH:31]=O)[NH:27][C:26]=1[CH3:33])=[O:24])[CH3:18].